From a dataset of Full USPTO retrosynthesis dataset with 1.9M reactions from patents (1976-2016). Predict the reactants needed to synthesize the given product. (1) The reactants are: [C:1]([O:5][C:6]([N:8]1[CH2:13][CH2:12][CH:11]([CH2:14][O:15][CH2:16][C@H:17]([NH2:21])[CH:18]([CH3:20])[CH3:19])[CH2:10][CH2:9]1)=[O:7])([CH3:4])([CH3:3])[CH3:2].[C:22](O[C:22]([O:24][CH2:25][C:26]1[CH:31]=[CH:30][CH:29]=[CH:28][CH:27]=1)=[O:23])([O:24][CH2:25][C:26]1[CH:31]=[CH:30][CH:29]=[CH:28][CH:27]=1)=[O:23]. Given the product [C:1]([O:5][C:6]([N:8]1[CH2:13][CH2:12][CH:11]([CH2:14][O:15][CH2:16][C@H:17]([NH:21][C:22]([O:24][CH2:25][C:26]2[CH:31]=[CH:30][CH:29]=[CH:28][CH:27]=2)=[O:23])[CH:18]([CH3:19])[CH3:20])[CH2:10][CH2:9]1)=[O:7])([CH3:4])([CH3:3])[CH3:2], predict the reactants needed to synthesize it. (2) Given the product [CH3:1][C:2]1[CH:7]=[CH:6][CH:5]=[CH:4][C:3]=1[C:8]1[CH:9]=[C:10]([C:11]([F:14])([F:13])[F:12])[N:29]2[CH:30]=[N:31][C:32]([C:33]#[N:34])=[C:28]2[N:27]=1, predict the reactants needed to synthesize it. The reactants are: [CH3:1][C:2]1[CH:7]=[CH:6][CH:5]=[CH:4][C:3]=1[C:8](=O)[CH2:9][C:10](=O)[C:11]([F:14])([F:13])[F:12].CCC(C1C=CC=CC=1)=O.[NH2:27][C:28]1[N:29]=[CH:30][NH:31][C:32]=1[C:33]#[N:34]. (3) Given the product [Cl:1][C:2]1[CH:10]=[CH:9][C:8]([C:11]2[N:12]=[N:13][N:14]([C:16]3[N:17]([CH3:32])[N:18]=[C:19]([C:25]([F:30])([F:31])[C:26]([F:27])([F:29])[F:28])[C:20]=3[C:21]([F:22])([F:24])[F:23])[CH:15]=2)=[CH:7][C:3]=1[C:4]([NH:42][CH:39]1[CH2:41][CH2:40]1)=[O:6], predict the reactants needed to synthesize it. The reactants are: [Cl:1][C:2]1[CH:10]=[CH:9][C:8]([C:11]2[N:12]=[N:13][N:14]([C:16]3[N:17]([CH3:32])[N:18]=[C:19]([C:25]([F:31])([F:30])[C:26]([F:29])([F:28])[F:27])[C:20]=3[C:21]([F:24])([F:23])[F:22])[CH:15]=2)=[CH:7][C:3]=1[C:4]([OH:6])=O.C(Cl)(=O)C(Cl)=O.[CH:39]1([NH2:42])[CH2:41][CH2:40]1.N1C=CC=CC=1.C(=O)([O-])O.[Na+]. (4) Given the product [Br:27][C:23]1[CH:22]=[C:21]([N:19]2[CH:20]=[C:16]([C:14](=[O:15])[CH3:1])[CH:17]=[N:18]2)[CH:26]=[CH:25][CH:24]=1, predict the reactants needed to synthesize it. The reactants are: [CH3:1]N(C)CCN.C[Al](C)C.C(O[C:14]([C:16]1[CH:17]=[N:18][N:19]([C:21]2[CH:26]=[CH:25][CH:24]=[C:23]([Br:27])[CH:22]=2)[CH:20]=1)=[O:15])C. (5) Given the product [O:15]=[C:9]1[NH:10][C:11](=[O:14])[CH:12]=[CH:13][N:8]1[C:6]1[CH:7]=[C:2]([C:35]2[CH:36]=[CH:37][S:33][CH:34]=2)[C:3]([O:31][CH3:32])=[C:4]([C:16]2[CH:24]=[C:23]3[C:19]([C:20]([CH2:25][CH2:26][S:27]([NH2:30])(=[O:29])=[O:28])=[CH:21][CH2:22]3)=[CH:18][CH:17]=2)[CH:5]=1, predict the reactants needed to synthesize it. The reactants are: Br[C:2]1[C:3]([O:31][CH3:32])=[C:4]([C:16]2[CH:24]=[C:23]3[C:19]([C:20]([CH2:25][CH2:26][S:27]([NH2:30])(=[O:29])=[O:28])=[CH:21][CH2:22]3)=[CH:18][CH:17]=2)[CH:5]=[C:6]([N:8]2[CH:13]=[CH:12][C:11](=[O:14])[NH:10][C:9]2=[O:15])[CH:7]=1.[S:33]1[CH:37]=[CH:36][C:35](B(O)O)=[CH:34]1. (6) Given the product [O:21]=[C:7]1[NH:8][C:9](=[O:20])[C:10]([C:12]2[C:13]([C:18]#[N:19])=[N:14][CH:15]=[CH:16][CH:17]=2)=[CH:11][N:6]1[CH2:5][CH2:4][CH:3]=[O:2], predict the reactants needed to synthesize it. The reactants are: C[O:2][CH:3](OC)[CH2:4][CH2:5][N:6]1[CH:11]=[C:10]([C:12]2[C:13]([C:18]#[N:19])=[N:14][CH:15]=[CH:16][CH:17]=2)[C:9](=[O:20])[NH:8][C:7]1=[O:21].O. (7) Given the product [CH3:35][O:34][C:32]([C:31]1[C:3]([OH:2])=[C:5]2[C:6](=[CH:19][N:20]=1)[N:7]([CH2:13][CH:14]1[CH2:18][CH2:17][CH2:16][CH2:15]1)[C:8](=[O:12])[C:9]([Br:11])=[CH:10]2)=[O:33], predict the reactants needed to synthesize it. The reactants are: C[O:2][C:3]([C:5]1[CH:10]=[C:9]([Br:11])[C:8](=[O:12])[N:7]([CH2:13][CH:14]2[CH2:18][CH2:17][CH2:16][CH2:15]2)[C:6]=1[CH2:19][N:20]([CH2:31][C:32]([O:34][CH3:35])=[O:33])S(C1C=CC(C)=CC=1)(=O)=O)=O.C[O-].[Na+].Cl.